From a dataset of Forward reaction prediction with 1.9M reactions from USPTO patents (1976-2016). Predict the product of the given reaction. (1) Given the reactants C(C1N=C(N2CCOCC2)C2N=NN(CC3C=CC(OC)=CC=3)C=2N=1)(C)(C)C.[C:29]([C:33]1[N:34]=[C:35](Cl)[C:36]2[N:41]=[N:40][N:39]([CH2:42][C:43]3[CH:48]=[CH:47][C:46]([O:49][CH3:50])=[CH:45][CH:44]=3)[C:37]=2[N:38]=1)([CH3:32])([CH3:31])[CH3:30].Cl.[F:53][C:54]1([F:59])[CH2:58][CH2:57][NH:56][CH2:55]1, predict the reaction product. The product is: [C:29]([C:33]1[N:34]=[C:35]([N:56]2[CH2:57][CH2:58][C:54]([F:59])([F:53])[CH2:55]2)[C:36]2[N:41]=[N:40][N:39]([CH2:42][C:43]3[CH:48]=[CH:47][C:46]([O:49][CH3:50])=[CH:45][CH:44]=3)[C:37]=2[N:38]=1)([CH3:32])([CH3:31])[CH3:30]. (2) Given the reactants C(O[C:6]([N:8]1[CH2:12][C@H:11]([N:13]([CH3:20])[C:14](=[O:19])[C:15]([F:18])([F:17])[F:16])[CH2:10][C@H:9]1[CH2:21][O:22][C:23]1[CH:32]=[CH:31][C:26]([C:27]([O:29][CH3:30])=[O:28])=[CH:25][CH:24]=1)=[O:7])(C)(C)C.C(O)(C(F)(F)F)=[O:34].C1[CH:41]=[CH:42][C:43]2N(O)N=N[C:44]=2[CH:45]=1.C(N([CH2:55][CH3:56])CC)C.[CH3:57][CH2:58][N:59]=[C:60]=[N:61][CH2:62][CH2:63][CH2:64]N(C)C.Cl.C1[CH2:73][O:72][CH2:71][CH2:70]1, predict the reaction product. The product is: [CH3:73][O:72][C:71]1[CH:70]=[C:55]([CH2:56][C:6]([N:8]2[CH2:12][C@H:11]([N:13]([CH3:20])[C:14](=[O:19])[C:15]([F:18])([F:16])[F:17])[CH2:10][C@H:9]2[CH2:21][O:22][C:23]2[CH:32]=[CH:31][C:26]([C:27]([O:29][CH3:30])=[O:28])=[CH:25][CH:24]=2)=[O:7])[CH:64]=[CH:63][C:62]=1[NH:61][C:60]([NH:59][C:58]1[CH:57]=[CH:45][CH:44]=[CH:43][C:42]=1[CH3:41])=[O:34]. (3) Given the reactants [Cl:1][C:2]1[C:7]2[N:8]([CH2:18][CH2:19][CH3:20])[C:9]([C:11]3[N:12]=[N:13][C:14](Cl)=[CH:15][CH:16]=3)=[N:10][C:6]=2[CH:5]=[CH:4][CH:3]=1.[CH3:21][O:22][C:23]1[CH:28]=[CH:27][C:26]([NH2:29])=[CH:25][CH:24]=1, predict the reaction product. The product is: [Cl:1][C:2]1[C:7]2[N:8]([CH2:18][CH2:19][CH3:20])[C:9]([C:11]3[N:12]=[N:13][C:14]([NH:29][C:26]4[CH:27]=[CH:28][C:23]([O:22][CH3:21])=[CH:24][CH:25]=4)=[CH:15][CH:16]=3)=[N:10][C:6]=2[CH:5]=[CH:4][CH:3]=1. (4) Given the reactants [Cl:1][C:2]1[CH:3]=[C:4](B(O)O)[CH:5]=[CH:6][CH:7]=1.[F:11][C:12]1[CH:13]=[C:14]([CH:24]([NH:26][C:27]([C:29]2[N:30]=[C:31](Cl)[O:32][CH:33]=2)=[O:28])[CH3:25])[CH:15]=[C:16]([F:23])[C:17]=1[NH:18][S:19]([CH3:22])(=[O:21])=[O:20].C([O-])([O-])=O.[Cs+].[Cs+], predict the reaction product. The product is: [F:23][C:16]1[CH:15]=[C:14]([CH:24]([NH:26][C:27]([C:29]2[N:30]=[C:31]([C:4]3[CH:5]=[CH:6][CH:7]=[C:2]([Cl:1])[CH:3]=3)[O:32][CH:33]=2)=[O:28])[CH3:25])[CH:13]=[C:12]([F:11])[C:17]=1[NH:18][S:19]([CH3:22])(=[O:21])=[O:20]. (5) Given the reactants C(O[C:4]([C:6]1[S:10][C:9]2[CH:11]=[C:12]([CH:15]=O)[CH:13]=[CH:14][C:8]=2[CH:7]=1)=[O:5])C.[CH2:17]([NH2:24])[C:18]1[CH:23]=[CH:22][CH:21]=[CH:20][CH:19]=1.C(O[BH-](OC(=O)C)OC(=O)C)(=O)C.[Na+].C(O)(=O)C.C([O-])(O)=O.[Na+].Cl.[NH2:49][OH:50].C[O-].[Na+], predict the reaction product. The product is: [OH:50][NH:49][C:4]([C:6]1[S:10][C:9]2[CH:11]=[C:12]([CH2:15][NH:24][CH2:17][C:18]3[CH:23]=[CH:22][CH:21]=[CH:20][CH:19]=3)[CH:13]=[CH:14][C:8]=2[CH:7]=1)=[O:5]. (6) Given the reactants C[C:2]([N:5]([CH2:9][C:10]1[CH:15]=[CH:14][C:13]([F:16])=[C:12]([Br:17])[CH:11]=1)C(=O)[O-])(C)C.B.C1COCC1, predict the reaction product. The product is: [Br:17][C:12]1[CH:11]=[C:10]([CH2:9][NH:5][CH3:2])[CH:15]=[CH:14][C:13]=1[F:16]. (7) Given the reactants [S:1]1[C:10]2[C:5](=[CH:6][CH:7]=[CH:8][CH:9]=2)[C:4](=O)[CH2:3][CH2:2]1.CO[NH3+:14].[Cl-:15].O, predict the reaction product. The product is: [ClH:15].[S:1]1[C:10]2[C:5](=[CH:6][CH:7]=[CH:8][CH:9]=2)[CH:4]([NH2:14])[CH2:3][CH2:2]1.